Dataset: Forward reaction prediction with 1.9M reactions from USPTO patents (1976-2016). Task: Predict the product of the given reaction. (1) The product is: [Br:1][C:2]1[C:3]([CH2:4][OH:5])=[C:6]([OH:10])[CH:7]=[CH:8][CH:9]=1. Given the reactants [Br:1][C:2]1[CH:9]=[CH:8][CH:7]=[C:6]([OH:10])[C:3]=1[CH:4]=[O:5].[BH4-].[Na+], predict the reaction product. (2) Given the reactants [F:1][C:2]1[CH:7]=[CH:6][C:5]([F:8])=[CH:4][C:3]=1[S:9]([NH:12][C:13]1[C:14]([F:39])=[C:15]([C:19]2[N:20]=[C:21]([C:35]([CH3:38])([CH3:37])[CH3:36])[S:22][C:23]=2[C:24]2[CH:29]=[CH:28][N:27]=[C:26]([CH2:30][CH2:31][C:32](O)=[O:33])[N:25]=2)[CH:16]=[CH:17][CH:18]=1)(=[O:11])=[O:10].CN(C([O:47]N1N=NC2C=CC=NC1=2)=[N+](C)C)C.F[P-](F)(F)(F)(F)F.[CH3:64][CH2:65][N:66](C(C)C)[CH:67]([CH3:69])C, predict the reaction product. The product is: [CH3:38][C:35]([C:21]1[S:22][C:23]([C:24]2[CH:29]=[CH:28][N:27]=[C:26]([CH2:30][CH2:31][C:32]([N:66]3[CH2:67][CH2:69][O:47][CH2:64][CH2:65]3)=[O:33])[N:25]=2)=[C:19]([C:15]2[C:14]([F:39])=[C:13]([NH:12][S:9]([C:3]3[CH:4]=[C:5]([F:8])[CH:6]=[CH:7][C:2]=3[F:1])(=[O:11])=[O:10])[CH:18]=[CH:17][CH:16]=2)[N:20]=1)([CH3:37])[CH3:36]. (3) Given the reactants BrC1C=CC(NC(=CC([O-])=O)C(OC)=O)=C(OC)C=1.[CH3:20][O:21][C:22](=[O:37])[C:23]([NH:28][C:29]1[CH:34]=[CH:33][CH:32]=[CH:31][C:30]=1[C:35]#[N:36])=[CH:24][C:25]([O-:27])=O, predict the reaction product. The product is: [CH3:20][O:21][C:22]([C:23]1[CH:24]=[C:25]([OH:27])[C:34]2[C:29](=[C:30]([C:35]#[N:36])[CH:31]=[CH:32][CH:33]=2)[N:28]=1)=[O:37]. (4) The product is: [F:36][C:30]1[C:31]([F:35])=[CH:32][CH:33]=[CH:34][C:29]=1[C:27]1[N:28]=[C:23]2[CH:22]=[N:21][N:20]([CH2:19][C:18]3[CH:17]=[CH:16][C:15]([C:8]4[CH:9]=[CH:10][C:5]([O:4][CH2:1][CH2:2][CH3:3])=[CH:6][CH:7]=4)=[CH:38][CH:37]=3)[CH:25]=[C:24]2[N:26]=1. Given the reactants [CH2:1]([O:4][C:5]1[CH:10]=[CH:9][C:8](B(O)O)=[CH:7][CH:6]=1)[CH2:2][CH3:3].Br[C:15]1[CH:38]=[CH:37][C:18]([CH2:19][N:20]2[CH:25]=[C:24]3[N:26]=[C:27]([C:29]4[CH:34]=[CH:33][CH:32]=[C:31]([F:35])[C:30]=4[F:36])[N:28]=[C:23]3[CH:22]=[N:21]2)=[CH:17][CH:16]=1, predict the reaction product.